From a dataset of Full USPTO retrosynthesis dataset with 1.9M reactions from patents (1976-2016). Predict the reactants needed to synthesize the given product. (1) Given the product [CH3:19][C:14]1[CH:13]=[C:12]([C:6]2[CH:5]=[CH:4][C:3]3[C:8](=[CH:9][CH:10]=[CH:11][C:2]=3[C:20]3[CH:25]=[CH:24][CH:23]=[CH:22][CH:21]=3)[N:7]=2)[CH:17]=[C:16]([CH3:18])[CH:15]=1, predict the reactants needed to synthesize it. The reactants are: Cl[C:2]1[CH:11]=[CH:10][CH:9]=[C:8]2[C:3]=1[CH:4]=[CH:5][C:6]([C:12]1[CH:17]=[C:16]([CH3:18])[CH:15]=[C:14]([CH3:19])[CH:13]=1)=[N:7]2.[C:20]1(B(O)O)[CH:25]=[CH:24][CH:23]=[CH:22][CH:21]=1.P([O-])([O-])([O-])=O.[K+].[K+].[K+]. (2) Given the product [C:1]([O:5][C:6]([N:8]1[CH2:12][CH:37]=[C:36]([O:35][C:32](=[O:34])[CH3:33])[CH:9]1[CH3:10])=[O:7])([CH3:4])([CH3:3])[CH3:2], predict the reactants needed to synthesize it. The reactants are: [C:1]([O:5][C:6]([N:8]1[CH2:12]C=[C:10](COC(=O)C)[CH2:9]1)=[O:7])([CH3:4])([CH3:3])[CH3:2].C(OC(N1CC=C(CO)C1)=O)(C)(C)C.[C:32]([O:35][C:36](=O)[CH3:37])(=[O:34])[CH3:33]. (3) Given the product [F:27][C:21]1[CH:22]=[C:23]([F:26])[CH:24]=[CH:25][C:20]=1[N:16]1[C:15]([C:9]2[S:8][C:7]3[C:6]4[N:28]=[C:2]([C:41]5[CH:42]=[CH:43][C:38]([NH:37][CH2:36][CH2:35][N:29]6[CH2:34][CH2:33][O:32][CH2:31][CH2:30]6)=[N:39][CH:40]=5)[CH:3]=[CH:4][C:5]=4[O:14][CH2:13][CH2:12][C:11]=3[CH:10]=2)=[N:19][CH:18]=[N:17]1, predict the reactants needed to synthesize it. The reactants are: Cl[C:2]1[CH:3]=[CH:4][C:5]2[O:14][CH2:13][CH2:12][C:11]3[CH:10]=[C:9]([C:15]4[N:16]([C:20]5[CH:25]=[CH:24][C:23]([F:26])=[CH:22][C:21]=5[F:27])[N:17]=[CH:18][N:19]=4)[S:8][C:7]=3[C:6]=2[N:28]=1.[N:29]1([CH2:35][CH2:36][NH:37][C:38]2[CH:43]=[CH:42][C:41](B3OC(C)(C)C(C)(C)O3)=[CH:40][N:39]=2)[CH2:34][CH2:33][O:32][CH2:31][CH2:30]1.C([O-])([O-])=O.[Cs+].[Cs+]. (4) Given the product [CH:1]1([CH2:7][CH2:18][C:17]([OH:16])=[S:10])[CH2:6][CH2:5][CH2:4][CH2:3][CH2:2]1, predict the reactants needed to synthesize it. The reactants are: [CH:1]1([CH2:7]Br)[CH2:6][CH2:5][CH2:4][CH2:3][CH2:2]1.C(N)(N)=[S:10].[OH-].[Na+].C[O:16][C:17](=O)[CH2:18]Br.S(=O)(=O)(O)O. (5) Given the product [C:3]([O:7][C@@H:8]([C:15]1[C:16]([CH3:47])=[N:17][C:18]([CH3:46])=[C:19]([C:30]2[CH:31]=[CH:32][C:33]([O:36][CH2:37][CH2:38][C:39]3[CH:44]=[CH:43][C:42]([F:45])=[CH:41][CH:40]=3)=[CH:34][CH:35]=2)[C:20]=1[N:21]1[CH2:26][CH2:25][C:24]([CH2:28][CH3:29])([CH3:27])[CH2:23][CH2:22]1)[C:9]([OH:11])=[O:10])([CH3:6])([CH3:4])[CH3:5], predict the reactants needed to synthesize it. The reactants are: [OH-].[Na+].[C:3]([O:7][C@@H:8]([C:15]1[C:16]([CH3:47])=[N:17][C:18]([CH3:46])=[C:19]([C:30]2[CH:35]=[CH:34][C:33]([O:36][CH2:37][CH2:38][C:39]3[CH:44]=[CH:43][C:42]([F:45])=[CH:41][CH:40]=3)=[CH:32][CH:31]=2)[C:20]=1[N:21]1[CH2:26][CH2:25][C:24]([CH2:28][CH3:29])([CH3:27])[CH2:23][CH2:22]1)[C:9]([O:11]C(C)C)=[O:10])([CH3:6])([CH3:5])[CH3:4].Cl. (6) Given the product [OH:8][C:9]1[CH:38]=[CH:37][C:36]([C:39]2[CH:40]=[N:41][CH:42]=[CH:43][CH:44]=2)=[CH:35][C:10]=1[C:11]([NH:13][C:14]1[CH:26]=[C:25]([C:27]2[CH:32]=[CH:31][CH:30]=[CH:29][C:28]=2[O:33][CH3:34])[CH:24]=[CH:23][C:15]=1[C:16]([O:18][C:19]([CH3:21])([CH3:20])[CH3:22])=[O:17])=[O:12], predict the reactants needed to synthesize it. The reactants are: C([O:8][C:9]1[CH:38]=[CH:37][C:36]([C:39]2[CH:40]=[N:41][CH:42]=[CH:43][CH:44]=2)=[CH:35][C:10]=1[C:11]([NH:13][C:14]1[CH:26]=[C:25]([C:27]2[CH:32]=[CH:31][CH:30]=[CH:29][C:28]=2[O:33][CH3:34])[CH:24]=[CH:23][C:15]=1[C:16]([O:18][C:19]([CH3:22])([CH3:21])[CH3:20])=[O:17])=[O:12])C1C=CC=CC=1.O1CCCC1.